Dataset: Catalyst prediction with 721,799 reactions and 888 catalyst types from USPTO. Task: Predict which catalyst facilitates the given reaction. (1) Reactant: [CH3:1][O:2][C:3]1[CH:4]=[C:5]([CH:10]=[C:11](/[CH:13]=[CH:14]/[C:15]2[CH:16]=[N:17][C:18]([NH:21][C:22]3[CH:27]=[CH:26][C:25]([N:28]4[CH2:33][CH2:32][NH:31][CH2:30][CH2:29]4)=[CH:24][CH:23]=3)=[N:19][CH:20]=2)[CH:12]=1)[C:6]([O:8][CH3:9])=[O:7].Br[CH2:35][CH2:36][OH:37].C([O-])([O-])=O.[K+].[K+]. Product: [OH:37][CH2:36][CH2:35][N:31]1[CH2:32][CH2:33][N:28]([C:25]2[CH:24]=[CH:23][C:22]([NH:21][C:18]3[N:19]=[CH:20][C:15](/[CH:14]=[CH:13]/[C:11]4[CH:10]=[C:5]([CH:4]=[C:3]([O:2][CH3:1])[CH:12]=4)[C:6]([O:8][CH3:9])=[O:7])=[CH:16][N:17]=3)=[CH:27][CH:26]=2)[CH2:29][CH2:30]1. The catalyst class is: 3. (2) Reactant: [Cl:1][C:2]1[CH:3]=[C:4]([C:8]2[N:9]=[C:10]([NH:18][C:19]3[CH:24]=[CH:23][C:22]([CH2:25][C:26]([NH:28][C:29]#[N:30])=[O:27])=[CH:21][CH:20]=3)[C:11]3S[CH2:16][CH2:15][CH2:14][C:12]=3[N:13]=2)[CH:5]=[CH:6][CH:7]=1.O[O:32][S:33]([O-:35])=O.[K+].C1COCC1. Product: [Cl:1][C:2]1[CH:3]=[C:4]([C:8]2[N:9]=[C:10]([NH:18][C:19]3[CH:20]=[CH:21][C:22]([CH2:25][C:26]([NH:28][C:29]#[N:30])=[O:27])=[CH:23][CH:24]=3)[C:11]3[S:33](=[O:35])(=[O:32])[CH2:16][CH2:15][CH2:14][C:12]=3[N:13]=2)[CH:5]=[CH:6][CH:7]=1. The catalyst class is: 6.